From a dataset of NCI-60 drug combinations with 297,098 pairs across 59 cell lines. Regression. Given two drug SMILES strings and cell line genomic features, predict the synergy score measuring deviation from expected non-interaction effect. (1) Drug 1: C1CCN(CC1)CCOC2=CC=C(C=C2)C(=O)C3=C(SC4=C3C=CC(=C4)O)C5=CC=C(C=C5)O. Drug 2: C1CCC(C1)C(CC#N)N2C=C(C=N2)C3=C4C=CNC4=NC=N3. Cell line: MDA-MB-231. Synergy scores: CSS=4.47, Synergy_ZIP=0.255, Synergy_Bliss=2.40, Synergy_Loewe=0.475, Synergy_HSA=-0.176. (2) Drug 2: C1CCC(CC1)NC(=O)N(CCCl)N=O. Synergy scores: CSS=8.69, Synergy_ZIP=2.12, Synergy_Bliss=4.79, Synergy_Loewe=3.04, Synergy_HSA=3.65. Cell line: M14. Drug 1: CC12CCC(CC1=CCC3C2CCC4(C3CC=C4C5=CN=CC=C5)C)O.